Dataset: Reaction yield outcomes from USPTO patents with 853,638 reactions. Task: Predict the reaction yield, written as a fraction of the theoretical maximum amount of product (1.0 means a 100% yield; for example, 0.34 means a 34% yield). (1) The reactants are [CH3:1][C:2]1[CH:11]=[CH:10][C:5]([C:6]([O:8][CH3:9])=[O:7])=[CH:4][C:3]=1[C:12]([F:15])([F:14])[F:13].[Br:16]N1C(=O)CCC1=O.C(OOC(=O)C1C=CC=CC=1)(=O)C1C=CC=CC=1. No catalyst specified. The product is [Br:16][CH2:1][C:2]1[CH:11]=[CH:10][C:5]([C:6]([O:8][CH3:9])=[O:7])=[CH:4][C:3]=1[C:12]([F:13])([F:14])[F:15]. The yield is 0.324. (2) The reactants are [CH3:1][C:2]1([CH3:28])[C:6]([CH3:8])([CH3:7])[O:5][B:4]([C:9]2[CH:18]=[CH:17][C:16]3[C:11](=[CH:12][CH:13]=[C:14](B4OC(C)(C)C(C)(C)O4)[CH:15]=3)[CH:10]=2)[O:3]1.Br[C:30]1[CH:51]=[CH:50][C:33]2[NH:34][C:35]([C@@H:37]3[CH2:42][C@@H:41]4[C@@H:39]([CH2:40]4)[N:38]3[C:43]([O:45][C:46]([CH3:49])([CH3:48])[CH3:47])=[O:44])=[N:36][C:32]=2[CH:31]=1.C(=O)([O-])[O-].[Na+].[Na+]. The catalyst is COCCOC.O.C1C=CC([P]([Pd]([P](C2C=CC=CC=2)(C2C=CC=CC=2)C2C=CC=CC=2)([P](C2C=CC=CC=2)(C2C=CC=CC=2)C2C=CC=CC=2)[P](C2C=CC=CC=2)(C2C=CC=CC=2)C2C=CC=CC=2)(C2C=CC=CC=2)C2C=CC=CC=2)=CC=1. The product is [CH3:7][C:6]1([CH3:8])[C:2]([CH3:1])([CH3:28])[O:3][B:4]([C:9]2[CH:10]=[C:11]3[C:16](=[CH:17][CH:18]=2)[CH:15]=[C:14]([C:30]2[CH:51]=[CH:50][C:33]4[N:34]=[C:35]([C@@H:37]5[CH2:42][C@@H:41]6[C@@H:39]([CH2:40]6)[N:38]5[C:43]([O:45][C:46]([CH3:47])([CH3:48])[CH3:49])=[O:44])[NH:36][C:32]=4[CH:31]=2)[CH:13]=[CH:12]3)[O:5]1. The yield is 0.490. (3) The reactants are Cl[C:2]1[N:7]=[C:6]([NH:8][CH2:9][C:10]2[N:11]=[C:12]([CH3:15])[S:13][CH:14]=2)[C:5]2=[C:16]([C:19]3[CH:24]=[CH:23][CH:22]=[CH:21][CH:20]=3)[CH:17]=[CH:18][N:4]2[N:3]=1.[C:25]([NH:29][S:30]([C:33]1[CH:34]=[N:35][CH:36]=[C:37](B2OC(C)(C)C(C)(C)O2)[CH:38]=1)(=[O:32])=[O:31])([CH3:28])([CH3:27])[CH3:26].C([O-])([O-])=O.[K+].[K+]. The catalyst is O1CCOCC1.O.C1C=CC(P(C2C=CC=CC=2)[C-]2C=CC=C2)=CC=1.C1C=CC(P(C2C=CC=CC=2)[C-]2C=CC=C2)=CC=1.Cl[Pd]Cl.[Fe+2].C(Cl)Cl. The product is [C:25]([NH:29][S:30]([C:33]1[CH:34]=[N:35][CH:36]=[C:37]([C:2]2[N:7]=[C:6]([NH:8][CH2:9][C:10]3[N:11]=[C:12]([CH3:15])[S:13][CH:14]=3)[C:5]3=[C:16]([C:19]4[CH:24]=[CH:23][CH:22]=[CH:21][CH:20]=4)[CH:17]=[CH:18][N:4]3[N:3]=2)[CH:38]=1)(=[O:32])=[O:31])([CH3:28])([CH3:26])[CH3:27]. The yield is 0.280. (4) The reactants are Br[C:2]1[CH:3]=[CH:4][C:5]2[S:14][C:13]3[CH2:12][CH2:11][CH2:10][N:9]([C:15]([O:17][C:18]([CH3:21])([CH3:20])[CH3:19])=[O:16])[CH2:8][C:7]=3[C:6]=2[CH:22]=1.[CH2:23]([O:30][C:31]1[CH:36]=[CH:35][NH:34][C:33](=[O:37])[CH:32]=1)[C:24]1[CH:29]=[CH:28][CH:27]=[CH:26][CH:25]=1. No catalyst specified. The product is [CH2:23]([O:30][C:31]1[CH:36]=[CH:35][N:34]([C:2]2[CH:3]=[CH:4][C:5]3[S:14][C:13]4[CH2:12][CH2:11][CH2:10][N:9]([C:15]([O:17][C:18]([CH3:21])([CH3:20])[CH3:19])=[O:16])[CH2:8][C:7]=4[C:6]=3[CH:22]=2)[C:33](=[O:37])[CH:32]=1)[C:24]1[CH:25]=[CH:26][CH:27]=[CH:28][CH:29]=1. The yield is 0.520. (5) The reactants are [Br:1][C:2]1[CH:3]=[C:4]([C:8]([OH:10])=[O:9])[O:5][C:6]=1Br.[OH-].[NH4+].Cl. The catalyst is [Zn].O. The product is [Br:1][C:2]1[CH:3]=[C:4]([C:8]([OH:10])=[O:9])[O:5][CH:6]=1. The yield is 0.831. (6) The reactants are [C:1]([O:4][C:5]1[C:13]([CH3:14])=[CH:12][C:8]([C:9](O)=[O:10])=[CH:7][C:6]=1[CH3:15])(=[O:3])[CH3:2].C(Cl)(=O)C([Cl:19])=O. The catalyst is ClCCl.CN(C=O)C. The product is [Cl:19][C:9]([C:8]1[CH:12]=[C:13]([CH3:14])[C:5]([O:4][C:1](=[O:3])[CH3:2])=[C:6]([CH3:15])[CH:7]=1)=[O:10]. The yield is 1.00.